This data is from Forward reaction prediction with 1.9M reactions from USPTO patents (1976-2016). The task is: Predict the product of the given reaction. (1) Given the reactants [Cl:1][C:2]1[C:7]([S:8]([CH3:11])(=[O:10])=[O:9])=[CH:6][C:5]([C:12]2[N:13]([C:33](Cl)=[O:34])[C@@:14]([C:26]3[CH:31]=[CH:30][C:29]([Cl:32])=[CH:28][CH:27]=3)([CH3:25])[C@@:15]([C:18]3[CH:23]=[CH:22][C:21]([Cl:24])=[CH:20][CH:19]=3)([CH3:17])[N:16]=2)=[C:4]([O:36][CH2:37][CH3:38])[CH:3]=1.[CH3:39][S:40]([CH2:43][CH:44]1[CH2:49][CH2:48][NH:47][CH2:46][CH2:45]1)(=[O:42])=[O:41], predict the reaction product. The product is: [Cl:1][C:2]1[C:7]([S:8]([CH3:11])(=[O:9])=[O:10])=[CH:6][C:5]([C:12]2[N:13]([C:33]([N:47]3[CH2:48][CH2:49][CH:44]([CH2:43][S:40]([CH3:39])(=[O:42])=[O:41])[CH2:45][CH2:46]3)=[O:34])[C@@:14]([C:26]3[CH:27]=[CH:28][C:29]([Cl:32])=[CH:30][CH:31]=3)([CH3:25])[C@@:15]([C:18]3[CH:23]=[CH:22][C:21]([Cl:24])=[CH:20][CH:19]=3)([CH3:17])[N:16]=2)=[C:4]([O:36][CH2:37][CH3:38])[CH:3]=1. (2) Given the reactants [Br-:1].[Br-].[Br-].C([N+](CCCC)(CCCC)CCCC)CCC.C([N+](CCCC)(CCCC)CCCC)CCC.C([N+](CCCC)(CCCC)CCCC)CCC.[C:55]([C:58]1[CH:59]=[C:60]([C:69]([CH3:72])([CH3:71])[CH3:70])[C:61]2[O:66][CH2:65][C:64](=[O:67])[NH:63][C:62]=2[CH:68]=1)(=[O:57])[CH3:56].C(Cl)Cl.CO, predict the reaction product. The product is: [Br:1][CH2:56][C:55]([C:58]1[CH:59]=[C:60]([C:69]([CH3:72])([CH3:71])[CH3:70])[C:61]2[O:66][CH2:65][C:64](=[O:67])[NH:63][C:62]=2[CH:68]=1)=[O:57].